From a dataset of Full USPTO retrosynthesis dataset with 1.9M reactions from patents (1976-2016). Predict the reactants needed to synthesize the given product. (1) Given the product [Cl:1][C:2]1[S:3][C:4]([C:9]([O:11][CH2:12][CH3:13])=[O:10])=[C:5]([C:7]([OH:17])=[O:8])[N:6]=1, predict the reactants needed to synthesize it. The reactants are: [Cl:1][C:2]1[S:3][C:4]([C:9]([O:11][CH2:12][CH3:13])=[O:10])=[C:5]([CH2:7][OH:8])[N:6]=1.C([OH:17])(C)C. (2) Given the product [Br:14][C:15]1[CH:16]=[C:17]([CH:21]=[CH:22][CH:23]=1)[C:18]([NH:11][CH2:10][CH2:9][CH2:8][N:5]1[CH2:6][CH2:7][N:2]([CH3:1])[CH2:3][CH2:4]1)=[O:19], predict the reactants needed to synthesize it. The reactants are: [CH3:1][N:2]1[CH2:7][CH2:6][N:5]([CH2:8][CH2:9][CH2:10][NH2:11])[CH2:4][CH2:3]1.[OH-].[Na+].[Br:14][C:15]1[CH:16]=[C:17]([CH:21]=[CH:22][CH:23]=1)[C:18](Cl)=[O:19]. (3) Given the product [Cl:1][C:2]1[CH:3]=[CH:4][C:5]([C:6]([NH:8][CH:9]([CH2:13][C:14]2[C:23]3[C:18](=[CH:19][CH:20]=[CH:21][CH:22]=3)[NH:17][C:16](=[O:24])[CH:15]=2)[C:10]([S:11][CH2:28][CH:29]2[CH2:32][CH2:31][CH2:30]2)=[O:12])=[O:7])=[CH:25][CH:26]=1, predict the reactants needed to synthesize it. The reactants are: [Cl:1][C:2]1[CH:26]=[CH:25][C:5]([C:6]([NH:8][CH:9]([CH2:13][C:14]2[C:23]3[C:18](=[CH:19][CH:20]=[CH:21][CH:22]=3)[NH:17][C:16](=[O:24])[CH:15]=2)[C:10]([OH:12])=[S:11])=[O:7])=[CH:4][CH:3]=1.Br[CH2:28][CH:29]1[CH2:32][CH2:31][CH2:30]1. (4) Given the product [C:50]([NH:49][CH2:48][CH2:47][C:42]1[CH:43]=[CH:44][CH:45]=[CH:46][C:41]=1[C:40]1[O:17][N:16]=[C:15]([C@H:14]2[CH2:13][N:12]([C:18]([O:20][C:21]([CH3:24])([CH3:23])[CH3:22])=[O:19])[C@@H:11]([CH3:25])[CH2:10][C@@H:9]2[C:4]2[CH:5]=[CH:6][C:7]([F:8])=[C:2]([F:1])[CH:3]=2)[C:39]=1[Br:38])(=[O:52])[CH3:51], predict the reactants needed to synthesize it. The reactants are: [F:1][C:2]1[CH:3]=[C:4]([C@@H:9]2[C@@H:14](/[CH:15]=[N:16]/[OH:17])[CH2:13][N:12]([C:18]([O:20][C:21]([CH3:24])([CH3:23])[CH3:22])=[O:19])[C@@H:11]([CH3:25])[CH2:10]2)[CH:5]=[CH:6][C:7]=1[F:8].CC1C=CC(S(NCl)(=O)=O)=CC=1.[Br:38][C:39]#[C:40][C:41]1[CH:46]=[CH:45][CH:44]=[CH:43][C:42]=1[CH2:47][CH2:48][NH:49][C:50](=[O:52])[CH3:51]. (5) Given the product [OH:27][CH2:26][C:22]1[CH:21]=[C:20]([NH:19][C:15]2[N:14]=[C:13]([C:10]3[S:9][C:8]([CH2:7][C:6]([OH:28])=[O:5])=[CH:12][CH:11]=3)[CH:18]=[CH:17][N:16]=2)[CH:25]=[CH:24][CH:23]=1, predict the reactants needed to synthesize it. The reactants are: OCC(CO)(C)C[O:5][C:6](=[O:28])[CH2:7][C:8]1[S:9][C:10]([C:13]2[CH:18]=[CH:17][N:16]=[C:15]([NH:19][C:20]3[CH:25]=[CH:24][CH:23]=[C:22]([CH2:26][OH:27])[CH:21]=3)[N:14]=2)=[CH:11][CH:12]=1.[OH-].[Na+]. (6) Given the product [OH:29][CH2:14][CH:12]1[CH2:13][C@@H:8]([CH3:7])[N:9]([C:16]([O:18][C:19]([CH3:20])([CH3:22])[CH3:21])=[O:17])[C@H:10]([CH3:15])[CH2:11]1, predict the reactants needed to synthesize it. The reactants are: B.CC(=CC)C.[CH3:7][C@@H:8]1[CH2:13][C:12](=[CH2:14])[CH2:11][C@@H:10]([CH3:15])[N:9]1[C:16]([O:18][C:19]([CH3:22])([CH3:21])[CH3:20])=[O:17].[OH-].[Na+].OO.Cl.C(=O)([O-])[O-:29].[Na+].[Na+].